From a dataset of Catalyst prediction with 721,799 reactions and 888 catalyst types from USPTO. Predict which catalyst facilitates the given reaction. Reactant: [Cl:1][C:2]1[CH:7]=[CH:6][C:5]([C:8]2[N:12]([CH2:13][CH3:14])[C:11](=[O:15])[NH:10][CH:9]=2)=[CH:4][CH:3]=1.Cl[CH2:17][C:18]([O:20]CC)=[O:19].C(=O)([O-])[O-].[K+].[K+]. Product: [Cl:1][C:2]1[CH:3]=[CH:4][C:5]([C:8]2[N:12]([CH2:13][CH3:14])[C:11](=[O:15])[N:10]([CH2:17][C:18]([OH:20])=[O:19])[CH:9]=2)=[CH:6][CH:7]=1. The catalyst class is: 10.